Predict the product of the given reaction. From a dataset of Forward reaction prediction with 1.9M reactions from USPTO patents (1976-2016). (1) The product is: [F:12][C:9]1([F:13])[CH2:10][CH2:11][C:6]([N:14]2[CH:18]=[C:17]([CH3:19])[N:16]=[CH:15]2)([C:4]([NH2:20])=[O:3])[CH2:7][CH2:8]1. Given the reactants C([O:3][C:4]([C:6]1([N:14]2[CH:18]=[C:17]([CH3:19])[N:16]=[CH:15]2)[CH2:11][CH2:10][C:9]([F:13])([F:12])[CH2:8][CH2:7]1)=O)C.[NH3:20], predict the reaction product. (2) Given the reactants Cl[C:2]1[N:7]2[N:8]=[C:9]([CH3:11])[CH:10]=[C:6]2[N:5]=[C:4]([NH:12][C:13](=[O:24])[C:14]2[CH:19]=[CH:18][C:17]([C:20]([OH:23])([CH3:22])[CH3:21])=[CH:16][CH:15]=2)[CH:3]=1.[CH3:25][N:26]([CH3:36])[S:27]([N:30]1[CH2:35][CH2:34][NH:33][CH2:32][CH2:31]1)(=[O:29])=[O:28], predict the reaction product. The product is: [CH3:25][N:26]([CH3:36])[S:27]([N:30]1[CH2:35][CH2:34][N:33]([C:2]2[N:7]3[N:8]=[C:9]([CH3:11])[CH:10]=[C:6]3[N:5]=[C:4]([NH:12][C:13](=[O:24])[C:14]3[CH:19]=[CH:18][C:17]([C:20]([OH:23])([CH3:22])[CH3:21])=[CH:16][CH:15]=3)[CH:3]=2)[CH2:32][CH2:31]1)(=[O:28])=[O:29].